From a dataset of Reaction yield outcomes from USPTO patents with 853,638 reactions. Predict the reaction yield, written as a fraction of the theoretical maximum amount of product (1.0 means a 100% yield; for example, 0.34 means a 34% yield). (1) The reactants are [Cl:1][C:2]1[CH:28]=[CH:27][C:5]([CH2:6][C:7]2[C:16]([OH:17])=[C:15]([C:18]([OH:20])=[O:19])[C:14]3[C:9](=[C:10]([C:21]4[CH:26]=CC=[CH:23][CH:22]=4)[CH:11]=[CH:12][CH:13]=3)[N:8]=2)=[CH:4][CH:3]=1.[O:29]1C=CC(C2C=CC=C3C=2NC(=O)C3=O)=C1.C(OCC(=O)CC1C=CC(Cl)=CC=1)(=O)C. No catalyst specified. The product is [Cl:1][C:2]1[CH:3]=[CH:4][C:5]([CH2:6][C:7]2[C:16]([OH:17])=[C:15]([C:18]([OH:20])=[O:19])[C:14]3[C:9](=[C:10]([C:21]4[CH:22]=[CH:23][O:29][CH:26]=4)[CH:11]=[CH:12][CH:13]=3)[N:8]=2)=[CH:27][CH:28]=1. The yield is 0.150. (2) The reactants are CO[C:3](=[O:8])[C:4]([O:6][CH3:7])=[O:5].C[O-].[Na+].[CH3:12][S:13][C:14]1[CH:19]=[CH:18][C:17]([C:20](=[O:22])[CH3:21])=[CH:16][CH:15]=1.Cl. The catalyst is C1(C)C=CC=CC=1.C(Cl)Cl.CCCCCC.CCOC(C)=O. The product is [OH:8]/[C:3](=[CH:21]\[C:20]([C:17]1[CH:18]=[CH:19][C:14]([S:13][CH3:12])=[CH:15][CH:16]=1)=[O:22])/[C:4]([O:6][CH3:7])=[O:5]. The yield is 0.790. (3) The reactants are N1(C(=S)NC2[S:9][C:10]3[CH:16]=[C:15]([NH:17][C:18](=[O:20])[CH3:19])[CH:14]=[CH:13][C:11]=3[N:12]=2)C=CN=C1.[CH2:22]([N:24]([CH2:27][CH3:28])[CH2:25][CH3:26])[CH3:23].[CH:29]([N:32]=C=NC(C)C)(C)C.[CH:38](Cl)(Cl)Cl.C[N:43]([CH3:46])[CH:44]=[O:45]. The catalyst is O. The product is [N:24]12[CH2:27][CH2:28][CH:38]([CH2:26][CH2:25]1)[C@@:23]1([O:45][C:44]([NH:43][C:46]3[S:9][C:10]4[CH:16]=[C:15]([NH:17][C:18](=[O:20])[CH3:19])[CH:14]=[CH:13][C:11]=4[N:12]=3)=[N:32][CH2:29]1)[CH2:22]2. The yield is 0.412. (4) The product is [Br:1][C:2]1[CH:7]=[CH:6][C:5]([C:8]2[O:12][C:11]([C@H:13]([NH:24][C:25]3[CH:32]=[CH:31][C:28]([C:29]#[N:30])=[C:27]([Cl:33])[C:26]=3[CH3:34])[C@@H:14]([OH:16])[CH3:15])=[N:10][N:9]=2)=[CH:4][CH:3]=1. The reactants are [Br:1][C:2]1[CH:7]=[CH:6][C:5]([C:8]2[O:12][C:11]([C@H:13]([NH:24][C:25]3[CH:32]=[CH:31][C:28]([C:29]#[N:30])=[C:27]([Cl:33])[C:26]=3[CH3:34])[C@@H:14]([O:16][Si](C(C)(C)C)(C)C)[CH3:15])=[N:10][N:9]=2)=[CH:4][CH:3]=1.CCCC[N+](CCCC)(CCCC)CCCC.[F-]. The catalyst is C1COCC1. The yield is 0.850. (5) The reactants are [N+:1]([C:4]1[CH:5]=[C:6]([CH:16]=[CH:17][N:18]=1)[C:7]([NH:9][C:10]1[CH:15]=[CH:14][N:13]=[CH:12][CH:11]=1)=[O:8])([O-])=O. The catalyst is CCO.[Pd]. The product is [NH2:1][C:4]1[CH:5]=[C:6]([CH:16]=[CH:17][N:18]=1)[C:7]([NH:9][C:10]1[CH:11]=[CH:12][N:13]=[CH:14][CH:15]=1)=[O:8]. The yield is 0.990. (6) The reactants are [N:1]([CH2:4][CH2:5][CH2:6][C:7]1([C:29]2[CH:34]=[CH:33][CH:32]=[CH:31][CH:30]=2)[N:11]([C:12]2[S:13][C:14]3[CH2:15][NH:16][CH2:17][CH2:18][C:19]=3[N:20]=2)[N:10]=[C:9]([C:21]2[CH:26]=[C:25]([F:27])[CH:24]=[CH:23][C:22]=2[F:28])[S:8]1)=[N+:2]=[N-:3].C=O.[C:37](O[BH-](OC(=O)C)OC(=O)C)(=O)C.[Na+].C([O-])([O-])=O.[Na+].[Na+]. The catalyst is ClCCCl. The product is [N:1]([CH2:4][CH2:5][CH2:6][C:7]1([C:29]2[CH:34]=[CH:33][CH:32]=[CH:31][CH:30]=2)[N:11]([C:12]2[S:13][C:14]3[CH2:15][N:16]([CH3:37])[CH2:17][CH2:18][C:19]=3[N:20]=2)[N:10]=[C:9]([C:21]2[CH:26]=[C:25]([F:27])[CH:24]=[CH:23][C:22]=2[F:28])[S:8]1)=[N+:2]=[N-:3]. The yield is 0.890.